From a dataset of Reaction yield outcomes from USPTO patents with 853,638 reactions. Predict the reaction yield, written as a fraction of the theoretical maximum amount of product (1.0 means a 100% yield; for example, 0.34 means a 34% yield). (1) The reactants are [Br:1][C:2]1[CH:11]=[C:10]2[C:5]([CH2:6][CH2:7][CH2:8][C:9]2=[O:12])=[CH:4][CH:3]=1.Br[CH2:14][CH2:15][O:16][CH2:17][CH2:18]Br.CC([O-])(C)C.[K+]. The catalyst is C1C=CC=CC=1.CCOCC.O. The product is [Br:1][C:2]1[CH:11]=[C:10]2[C:5]([CH2:6][CH2:7][C:8]3([C:9]2=[O:12])[CH2:18][CH2:17][O:16][CH2:15][CH2:14]3)=[CH:4][CH:3]=1. The yield is 0.305. (2) The reactants are [CH3:1][C:2]([N+:10]([O-:12])=[O:11])([CH3:9])[CH2:3][CH2:4][C:5](OC)=[O:6].[BH4-].[Na+].O.Cl. The catalyst is C(O)C. The product is [CH3:1][C:2]([N+:10]([O-:12])=[O:11])([CH3:9])[CH2:3][CH2:4][CH2:5][OH:6]. The yield is 0.912. (3) The reactants are [CH3:1][C:2]1[N:6]([CH2:7][C:8]2[C:17]3[C:12](=[CH:13][CH:14]=[CH:15][CH:16]=3)[CH:11]=[CH:10][CH:9]=2)[C:5]2[CH:18]=[C:19]([N:26]3[CH2:31][CH2:30][O:29][CH2:28][CH2:27]3)[CH:20]=[C:21]([C:22]([O:24]C)=[O:23])[C:4]=2[N:3]=1.[Li+].[OH-].Cl. The catalyst is C1COCC1.O. The product is [CH3:1][C:2]1[N:6]([CH2:7][C:8]2[C:17]3[C:12](=[CH:13][CH:14]=[CH:15][CH:16]=3)[CH:11]=[CH:10][CH:9]=2)[C:5]2[CH:18]=[C:19]([N:26]3[CH2:31][CH2:30][O:29][CH2:28][CH2:27]3)[CH:20]=[C:21]([C:22]([OH:24])=[O:23])[C:4]=2[N:3]=1. The yield is 0.910.